Dataset: Forward reaction prediction with 1.9M reactions from USPTO patents (1976-2016). Task: Predict the product of the given reaction. Given the reactants [NH2:1][C:2]1[C:12](Br)=[C:11]([CH:14]=[O:15])[C:10]([C:16]([F:19])([F:18])[F:17])=[CH:9][C:3]=1[C:4]([O:6][CH2:7][CH3:8])=[O:5].[CH2:20](OC(=O)C1C=C(C(F)(F)F)C(C=C)=CC=1N)C.[B-](F)(F)(F)C.[K+], predict the reaction product. The product is: [NH2:1][C:2]1[C:12]([CH3:20])=[C:11]([CH:14]=[O:15])[C:10]([C:16]([F:19])([F:18])[F:17])=[CH:9][C:3]=1[C:4]([O:6][CH2:7][CH3:8])=[O:5].